From a dataset of Peptide-MHC class II binding affinity with 134,281 pairs from IEDB. Regression. Given a peptide amino acid sequence and an MHC pseudo amino acid sequence, predict their binding affinity value. This is MHC class II binding data. (1) The peptide sequence is ESARIYQILAIYSTVASTLV. The MHC is DRB1_0401 with pseudo-sequence DRB1_0401. The binding affinity (normalized) is 0.194. (2) The peptide sequence is CLVFEPFVNQSGIEILLLYFK. The MHC is DRB1_0101 with pseudo-sequence DRB1_0101. The binding affinity (normalized) is 0.248. (3) The peptide sequence is TSAVGAPTGATTAAA. The MHC is DRB1_1001 with pseudo-sequence DRB1_1001. The binding affinity (normalized) is 0.188. (4) The binding affinity (normalized) is 0. The peptide sequence is AAATAGTTVYGAFAL. The MHC is HLA-DPA10103-DPB10601 with pseudo-sequence HLA-DPA10103-DPB10601.